This data is from Reaction yield outcomes from USPTO patents with 853,638 reactions. The task is: Predict the reaction yield, written as a fraction of the theoretical maximum amount of product (1.0 means a 100% yield; for example, 0.34 means a 34% yield). (1) The reactants are [CH3:1][C:2]1[CH:7]=[CH:6][C:5]([C:8]2([C:18]#N)[CH:15]3[CH2:16][CH:11]4[CH2:12][CH:13]([CH2:17][CH:9]2[CH2:10]4)[CH2:14]3)=[CH:4][CH:3]=1.[H-].C([Al+]CC(C)C)C(C)C.CC[O:32]CC. No catalyst specified. The product is [CH3:1][C:2]1[CH:7]=[CH:6][C:5]([C:8]2([CH:18]=[O:32])[CH:15]3[CH2:16][CH:11]4[CH2:12][CH:13]([CH2:17][CH:9]2[CH2:10]4)[CH2:14]3)=[CH:4][CH:3]=1. The yield is 0.860. (2) The reactants are [OH:1][CH2:2][C@@H:3]1[CH2:8][N:7]2[CH2:9][CH2:10][CH2:11][C@H:6]2[C:5](=[O:12])[NH:4]1.C(N(CC)CC)C.[Si:20](Cl)([C:23]([CH3:26])([CH3:25])[CH3:24])([CH3:22])[CH3:21]. The catalyst is CN(C)C=O.CN(C)C1C=CN=CC=1. The product is [CH3:24][C:23]([Si:20]([CH3:22])([CH3:21])[O:1][CH2:2][C@@H:3]1[CH2:8][N:7]2[CH2:9][CH2:10][CH2:11][C@H:6]2[C:5](=[O:12])[NH:4]1)([CH3:26])[CH3:25]. The yield is 0.660.